This data is from Reaction yield outcomes from USPTO patents with 853,638 reactions. The task is: Predict the reaction yield, written as a fraction of the theoretical maximum amount of product (1.0 means a 100% yield; for example, 0.34 means a 34% yield). (1) The reactants are C(N(CC)CC)C.[Br:8][C:9]1[C:17]2[S:16][C:15]([C:18]([OH:20])=O)=[CH:14][C:13]=2[CH:12]=[CH:11][CH:10]=1.Cl.[CH3:22][O:23][NH:24][CH3:25].CCN=C=NCCCN(C)C.C1C=CC2N(O)N=NC=2C=1.C(=O)(O)[O-].[Na+]. The catalyst is CN(C=O)C. The product is [Br:8][C:9]1[C:17]2[S:16][C:15]([C:18]([N:24]([O:23][CH3:22])[CH3:25])=[O:20])=[CH:14][C:13]=2[CH:12]=[CH:11][CH:10]=1. The yield is 0.970. (2) The reactants are F[C:2]1[C:11]([F:12])=[CH:10][CH:9]=[CH:8][C:3]=1[C:4]([O:6][CH3:7])=[O:5].[F:13][C:14]1[CH:19]=[CH:18][CH:17]=[C:16]([O:20][CH3:21])[C:15]=1[OH:22].[Li+].[OH-]. The catalyst is CO. The product is [F:12][C:11]1[C:2]([O:22][C:15]2[C:16]([O:20][CH3:21])=[CH:17][CH:18]=[CH:19][C:14]=2[F:13])=[C:3]([CH:8]=[CH:9][CH:10]=1)[C:4]([O:6][CH3:7])=[O:5].[CH3:21][O:20][C:16]1[CH:17]=[CH:18][CH:19]=[C:14]([F:13])[C:15]=1[O:22][C:2]1[C:11]([F:12])=[CH:10][CH:9]=[CH:8][C:3]=1[C:4]([OH:6])=[O:5]. The yield is 0.600. (3) The catalyst is CO. The reactants are [Cl:1][CH2:2][CH2:3][CH2:4][N:5]1[CH2:10][C:9](=O)[C:8]2[N:12]([CH3:15])[CH:13]=[CH:14][C:7]=2[S:6]1(=[O:17])=[O:16].Cl.[NH2:19][OH:20].C([O-])(=O)C.[K+]. The product is [Cl:1][CH2:2][CH2:3][CH2:4][N:5]1[CH2:10][C:9](=[N:19][OH:20])[C:8]2[N:12]([CH3:15])[CH:13]=[CH:14][C:7]=2[S:6]1(=[O:17])=[O:16]. The yield is 0.880. (4) The reactants are [C:1]([C:3]1[CH:8]=[CH:7][CH:6]=[CH:5][C:4]=1[C:9]1[CH:14]=[CH:13][C:12]([CH2:15][C:16]2[C:17](=[O:39])[N:18]([C@H:28]3[CH2:33][CH2:32][C@H:31]([C:34]([O:36]CC)=[O:35])[CH2:30][CH2:29]3)[C:19]3[N:20]([N:25]=[CH:26][N:27]=3)[C:21]=2[CH2:22][CH2:23][CH3:24])=[CH:11][CH:10]=1)#[N:2].[OH-].[Na+].CO.Cl. The catalyst is O.O1CCCC1. The product is [C:1]([C:3]1[CH:8]=[CH:7][CH:6]=[CH:5][C:4]=1[C:9]1[CH:14]=[CH:13][C:12]([CH2:15][C:16]2[C:17](=[O:39])[N:18]([C@H:28]3[CH2:33][CH2:32][C@H:31]([C:34]([OH:36])=[O:35])[CH2:30][CH2:29]3)[C:19]3[N:20]([N:25]=[CH:26][N:27]=3)[C:21]=2[CH2:22][CH2:23][CH3:24])=[CH:11][CH:10]=1)#[N:2]. The yield is 0.930.